Dataset: Reaction yield outcomes from USPTO patents with 853,638 reactions. Task: Predict the reaction yield, written as a fraction of the theoretical maximum amount of product (1.0 means a 100% yield; for example, 0.34 means a 34% yield). (1) The catalyst is C(OCC)(=O)C. The product is [CH2:13]([C:15]1[N:16]=[C:17]([CH2:46][CH2:47][CH3:48])[N:18]([CH2:31][C:32]2[CH:37]=[CH:36][C:35]([C:38]3[CH:43]=[CH:42][CH:41]=[CH:40][C:39]=3[C:44]3[NH:3][C:4](=[O:7])[O:5][N:45]=3)=[CH:34][CH:33]=2)[C:19](=[O:30])[C:20]=1[O:21][C:22]1[CH:27]=[CH:26][CH:25]=[C:24]([O:28][CH3:29])[CH:23]=1)[CH3:14]. The yield is 0.530. The reactants are [Cl-].O[NH3+:3].[C:4](=[O:7])([O-])[OH:5].[Na+].CS(C)=O.[CH2:13]([C:15]1[N:16]=[C:17]([CH2:46][CH2:47][CH3:48])[N:18]([CH2:31][C:32]2[CH:37]=[CH:36][C:35]([C:38]3[C:39]([C:44]#[N:45])=[CH:40][CH:41]=[CH:42][CH:43]=3)=[CH:34][CH:33]=2)[C:19](=[O:30])[C:20]=1[O:21][C:22]1[CH:27]=[CH:26][CH:25]=[C:24]([O:28][CH3:29])[CH:23]=1)[CH3:14]. (2) The reactants are Cl[C:2]1[CH:11]=[N:10][C:9]2[C:4](=[CH:5][C:6]([O:12][CH3:13])=[CH:7][CH:8]=2)[N:3]=1.[CH3:14][O:15][C:16]1[CH:21]=[C:20]([O:22][CH3:23])[CH:19]=[CH:18][C:17]=1[CH2:24][NH2:25].CCOC(C)=O. The catalyst is CS(C)=O. The product is [CH3:14][O:15][C:16]1[CH:21]=[C:20]([O:22][CH3:23])[CH:19]=[CH:18][C:17]=1[CH2:24][NH:25][C:2]1[CH:11]=[N:10][C:9]2[C:4](=[CH:5][C:6]([O:12][CH3:13])=[CH:7][CH:8]=2)[N:3]=1. The yield is 0.930.